Dataset: Forward reaction prediction with 1.9M reactions from USPTO patents (1976-2016). Task: Predict the product of the given reaction. (1) The product is: [F:22][C:2]([F:21])([F:1])[C:3]1[CH:4]=[CH:5][C:6]([C:9]2[CH:10]=[CH:11][C:12]3[N:13]([C:15]([C:18]4[O:20][N:32]=[C:30]([C:28]5[CH:27]=[CH:26][N:25]=[C:24]([NH2:23])[CH:29]=5)[N:31]=4)=[CH:16][N:17]=3)[CH:14]=2)=[CH:7][CH:8]=1. Given the reactants [F:1][C:2]([F:22])([F:21])[C:3]1[CH:8]=[CH:7][C:6]([C:9]2[CH:10]=[CH:11][C:12]3[N:13]([C:15]([C:18]([OH:20])=O)=[CH:16][N:17]=3)[CH:14]=2)=[CH:5][CH:4]=1.[NH2:23][C:24]1[CH:29]=[C:28]([C:30]([NH:32]O)=[NH:31])[CH:27]=[CH:26][N:25]=1, predict the reaction product. (2) Given the reactants [ClH:1].C(OC([N:9]1[CH2:15][CH2:14][N:13]([O:16][CH3:17])[CH2:12][CH2:11][N:10]1C(OC(C)(C)C)=O)=O)(C)(C)C.Cl.O1CCOCC1, predict the reaction product. The product is: [ClH:1].[CH3:17][O:16][N:13]1[CH2:14][CH2:15][NH:9][NH:10][CH2:11][CH2:12]1. (3) Given the reactants [CH2:1]([O:3][C:4](=[O:17])[CH:5]=[C:6]1[C:15]2[C:10](=[C:11]([F:16])[CH:12]=[CH:13][CH:14]=2)[NH:9][CH2:8][CH2:7]1)[CH3:2].ClC([O:21][C:22](Cl)(Cl)Cl)=O.C(N(C(C)C)CC)(C)C.[NH2:35][CH2:36][C:37]1[CH:42]=[CH:41][C:40]([C:43]([N:45]2[C:51]3[CH:52]=[CH:53][CH:54]=[CH:55][C:50]=3[CH2:49][N:48]3[CH:56]=[CH:57][CH:58]=[C:47]3[CH2:46]2)=[O:44])=[CH:39][C:38]=1[CH3:59], predict the reaction product. The product is: [CH2:1]([O:3][C:4](=[O:17])[CH:5]=[C:6]1[C:15]2[C:10](=[C:11]([F:16])[CH:12]=[CH:13][CH:14]=2)[N:9]([C:22](=[O:21])[NH:35][CH2:36][C:37]2[CH:42]=[CH:41][C:40]([C:43]([N:45]3[C:51]4[CH:52]=[CH:53][CH:54]=[CH:55][C:50]=4[CH2:49][N:48]4[CH:56]=[CH:57][CH:58]=[C:47]4[CH2:46]3)=[O:44])=[CH:39][C:38]=2[CH3:59])[CH2:8][CH2:7]1)[CH3:2]. (4) Given the reactants [F:1][C:2]1[C:7]([NH2:8])=[CH:6][CH:5]=[CH:4][N:3]=1.C([O-])(=O)C.[Na+].[Br:14]Br.[OH-].[Na+], predict the reaction product. The product is: [Br:14][C:4]1[N:3]=[C:2]([F:1])[C:7]([NH2:8])=[CH:6][CH:5]=1. (5) Given the reactants [CH:1]12[N:8]([C:9](Cl)=[O:10])[CH:5]([CH2:6][CH2:7]1)[CH2:4][CH2:3][CH2:2]2.[F:12][C:13]1[CH:14]=[CH:15][C:16]([NH:19][NH2:20])=[N:17][CH:18]=1.CCN(C(C)C)C(C)C, predict the reaction product. The product is: [F:12][C:13]1[CH:14]=[CH:15][C:16]([NH:19][NH:20][C:9]([N:8]2[CH:5]3[CH2:6][CH2:7][CH:1]2[CH2:2][CH2:3][CH2:4]3)=[O:10])=[N:17][CH:18]=1. (6) The product is: [CH3:52][C:41]1[CH:42]=[CH:43][C:44]([S:47]([O-:50])(=[O:49])=[O:48])=[CH:45][CH:46]=1.[Cl:1][C:2]1[CH:7]=[CH:6][C:5]([C:8]([C:11]2[N:15]([C:16]3[CH:21]=[CH:20][C:19]([F:22])=[CH:18][CH:17]=3)[C:14]([S:23][CH2:24][C:25]3[C:26]([F:38])=[CH:27][C:28]([C:32]#[C:33][CH2:34][N+:35]([CH3:41])([CH3:36])[CH3:37])=[CH:29][C:30]=3[F:31])=[N:13][CH:12]=2)([CH3:9])[CH3:10])=[CH:4][C:3]=1[O:39][CH3:40]. Given the reactants [Cl:1][C:2]1[CH:7]=[CH:6][C:5]([C:8]([C:11]2[N:15]([C:16]3[CH:21]=[CH:20][C:19]([F:22])=[CH:18][CH:17]=3)[C:14]([S:23][CH2:24][C:25]3[C:30]([F:31])=[CH:29][C:28]([C:32]#[C:33][CH2:34][N:35]([CH3:37])[CH3:36])=[CH:27][C:26]=3[F:38])=[N:13][CH:12]=2)([CH3:10])[CH3:9])=[CH:4][C:3]=1[O:39][CH3:40].[C:41]1([CH3:52])[CH:46]=[CH:45][C:44]([S:47]([O:50]C)(=[O:49])=[O:48])=[CH:43][CH:42]=1, predict the reaction product. (7) Given the reactants [CH2:1]([N:3]([C:29](=O)[C:30]1[CH:35]=[CH:34][C:33]([OH:36])=[C:32]([F:37])[CH:31]=1)[C:4]1[CH:9]=[C:8]([O:10][CH3:11])[CH:7]=[CH:6][C:5]=1[C@@H:12]1[CH2:21][CH2:20][C:19]2[CH:18]=[C:17]([O:22]C(=O)C(C)(C)C)[CH:16]=[CH:15][C:14]=2[CH2:13]1)[CH3:2].Cl[CH2:40][C:41]([N:43]([CH2:45][CH2:46][O:47][CH3:48])[CH3:44])=O, predict the reaction product. The product is: [CH2:1]([N:3]([CH2:29][C:30]1[CH:35]=[CH:34][C:33]([O:36][CH2:40][CH2:41][N:43]([CH2:45][CH2:46][O:47][CH3:48])[CH3:44])=[C:32]([F:37])[CH:31]=1)[C:4]1[CH:9]=[C:8]([O:10][CH3:11])[CH:7]=[CH:6][C:5]=1[C@@H:12]1[CH2:21][CH2:20][C:19]2[CH:18]=[C:17]([OH:22])[CH:16]=[CH:15][C:14]=2[CH2:13]1)[CH3:2].